This data is from Forward reaction prediction with 1.9M reactions from USPTO patents (1976-2016). The task is: Predict the product of the given reaction. (1) Given the reactants [C:9](O[C:9]([O:11][C:12]([CH3:15])([CH3:14])[CH3:13])=[O:10])([O:11][C:12]([CH3:15])([CH3:14])[CH3:13])=[O:10].[CH2:16]([NH:18][C:19]([S:21][CH2:22][C@@H:23]([C:25]([OH:27])=[O:26])[NH2:24])=[O:20])[CH3:17].C(N(C(C)C)CC)(C)C.[Cl-].[Na+].Cl, predict the reaction product. The product is: [C:12]([O:11][C:9]([NH:24][C@H:23]([C:25]([OH:27])=[O:26])[CH2:22][S:21][C:19](=[O:20])[NH:18][CH2:16][CH3:17])=[O:10])([CH3:13])([CH3:14])[CH3:15]. (2) Given the reactants [Cl:1][C:2]1[CH:10]=[CH:9][C:5]([C:6]([OH:8])=O)=[CH:4][C:3]=1[C:11]([F:14])([F:13])[F:12].[C:15]([C:17]1[C:18]([C:31]([F:34])([F:33])[F:32])=[C:19]2[C:23](=[CH:24][CH:25]=1)[N:22]([CH2:26][C:27](=[NH:30])[NH:28]O)[CH:21]=[CH:20]2)#[N:16], predict the reaction product. The product is: [Cl:1][C:2]1[CH:10]=[CH:9][C:5]([C:6]2[O:8][N:30]=[C:27]([CH2:26][N:22]3[C:23]4[C:19](=[C:18]([C:31]([F:34])([F:32])[F:33])[C:17]([C:15]#[N:16])=[CH:25][CH:24]=4)[CH:20]=[CH:21]3)[N:28]=2)=[CH:4][C:3]=1[C:11]([F:14])([F:13])[F:12]. (3) Given the reactants [CH2:1]1[O:13][C:12]2[CH:11]=[C:10]3[C:5]([C:6]([C:15]4[CH:20]=[CH:19][C:18]5[O:21][CH2:22][O:23][C:17]=5[CH:16]=4)=[N:7][C:8](=[O:14])[NH:9]3)=[CH:4][C:3]=2[O:2]1.[H-].[Na+].Br[CH2:27][CH:28]1[CH2:30][CH2:29]1, predict the reaction product. The product is: [CH2:1]1[O:13][C:12]2[CH:11]=[C:10]3[C:5]([C:6]([C:15]4[CH:20]=[CH:19][C:18]5[O:21][CH2:22][O:23][C:17]=5[CH:16]=4)=[N:7][C:8]([O:14][CH2:27][CH:28]4[CH2:30][CH2:29]4)=[N:9]3)=[CH:4][C:3]=2[O:2]1. (4) Given the reactants [CH3:1][C:2]1[C:11]([NH:12][C:13]([CH3:21])([CH2:15][CH2:16][S:17]([CH3:20])(=[O:19])=[O:18])[CH3:14])=[N:10][C:9]2[C:4](=[CH:5][CH:6]=[CH:7][C:8]=2[C:22](=[O:24])[CH3:23])[N:3]=1.FC(F)(F)S(O[Si:31]([C:34]([CH3:37])([CH3:36])[CH3:35])([CH3:33])[CH3:32])(=O)=O, predict the reaction product. The product is: [Si:31]([O:24][C:22]([C:8]1[CH:7]=[CH:6][CH:5]=[C:4]2[C:9]=1[N:10]=[C:11]([NH:12][C:13]([CH3:21])([CH2:15][CH2:16][S:17]([CH3:20])(=[O:19])=[O:18])[CH3:14])[C:2]([CH3:1])=[N:3]2)=[CH2:23])([C:34]([CH3:37])([CH3:36])[CH3:35])([CH3:33])[CH3:32].